Dataset: Peptide-MHC class I binding affinity with 185,985 pairs from IEDB/IMGT. Task: Regression. Given a peptide amino acid sequence and an MHC pseudo amino acid sequence, predict their binding affinity value. This is MHC class I binding data. The peptide sequence is AVYLLDGLR. The MHC is HLA-B08:03 with pseudo-sequence HLA-B08:03. The binding affinity (normalized) is 0.0847.